From a dataset of Forward reaction prediction with 1.9M reactions from USPTO patents (1976-2016). Predict the product of the given reaction. (1) Given the reactants [NH2:1][C:2]1[CH:23]=[CH:22][C:5]([O:6][C:7]2[CH:8]=[CH:9][C:10]3[N:11]([CH:13]=[C:14]([NH:16][C:17]([CH:19]4[CH2:21][CH2:20]4)=[O:18])[N:15]=3)[CH:12]=2)=[C:4]([F:24])[CH:3]=1.[F:25][C:26]1[CH:31]=[CH:30][C:29]([NH:32][C:33]([C:35]2([C:38](O)=[O:39])[CH2:37][CH2:36]2)=[O:34])=[C:28]([CH3:41])[CH:27]=1.CN(C(ON1N=NC2C=CC=NC1=2)=[N+](C)C)C.F[P-](F)(F)(F)(F)F.C(N(CC)C(C)C)(C)C, predict the reaction product. The product is: [CH:19]1([C:17]([NH:16][C:14]2[N:15]=[C:10]3[CH:9]=[CH:8][C:7]([O:6][C:5]4[CH:22]=[CH:23][C:2]([NH:1][C:38]([C:35]5([C:33]([NH:32][C:29]6[CH:30]=[CH:31][C:26]([F:25])=[CH:27][C:28]=6[CH3:41])=[O:34])[CH2:37][CH2:36]5)=[O:39])=[CH:3][C:4]=4[F:24])=[CH:12][N:11]3[CH:13]=2)=[O:18])[CH2:21][CH2:20]1. (2) Given the reactants Br[C:2]1[CH:3]=[CH:4][C:5]2[C:11](=[O:12])[NH:10][C:9]3[CH:13]=[CH:14][CH:15]=[CH:16][C:8]=3[NH:7][C:6]=2[CH:17]=1.[CH3:18][O:19][C:20]1[CH:25]=[C:24](B2OC(C)(C)C(C)(C)O2)[CH:23]=[CH:22][C:21]=1[OH:35].[F-].[Cs+], predict the reaction product. The product is: [OH:35][C:21]1[CH:22]=[CH:23][C:24]([C:2]2[CH:3]=[CH:4][C:5]3[C:11](=[O:12])[NH:10][C:9]4[CH:13]=[CH:14][CH:15]=[CH:16][C:8]=4[NH:7][C:6]=3[CH:17]=2)=[CH:25][C:20]=1[O:19][CH3:18]. (3) Given the reactants [C:1]12([NH2:11])[CH2:10][CH:5]3[CH2:6][CH:7]([CH2:9][CH:3]([CH2:4]3)[CH2:2]1)[CH2:8]2.[CH:12]1([B-](F)(F)F)[CH2:14][CH2:13]1.[K+], predict the reaction product. The product is: [CH:12]1([C:9]2[CH:7]=[CH:8][C:1]([CH2:10][NH:11][C:1]34[CH2:8][CH:7]5[CH2:6][CH:5]([CH2:4][CH:3]([CH2:9]5)[CH2:2]3)[CH2:10]4)=[CH:2][CH:3]=2)[CH2:14][CH2:13]1. (4) Given the reactants [F:1][C:2]1[C:3](/[N:9]=[CH:10]/[N:11]([CH3:13])[CH3:12])=[N:4][C:5]([OH:8])=[N:6][CH:7]=1.[C:14](Cl)(Cl)=[S:15].[CH2:18]([NH:20][CH2:21][CH3:22])[CH3:19], predict the reaction product. The product is: [CH3:12][N:11](/[CH:10]=[N:9]/[C:3]1[C:2]([F:1])=[CH:7][N:6]([C:14](=[S:15])[N:20]([CH2:21][CH3:22])[CH2:18][CH3:19])[C:5](=[O:8])[N:4]=1)[CH3:13]. (5) Given the reactants N[C:2]1[CH:3]=[CH:4][C:5]([N:8]2[CH:12]=[C:11]([CH2:13][CH2:14][C:15](OCC)=[O:16])[C:10]([CH:20]([CH3:22])[CH3:21])=[N:9]2)=[N:6][CH:7]=1.[F:23][B-](F)(F)F.[H+].O1CCOCC1.N([O-])=O.[Na+], predict the reaction product. The product is: [F:23][C:2]1[CH:3]=[CH:4][C:5]([N:8]2[CH:12]=[C:11]([CH2:13][CH2:14][CH2:15][OH:16])[C:10]([CH:20]([CH3:22])[CH3:21])=[N:9]2)=[N:6][CH:7]=1. (6) Given the reactants [F:1][C:2]([F:22])([F:21])[C:3]1[CH:8]=[CH:7][C:6]([CH:9]2[CH2:14][C:13](=[O:15])[NH:12][C:11]([CH3:16])=[C:10]2[C:17]([O:19]C)=[O:18])=[CH:5][CH:4]=1.[OH-].[Na+], predict the reaction product. The product is: [F:21][C:2]([F:1])([F:22])[C:3]1[CH:4]=[CH:5][C:6]([CH:9]2[CH2:14][C:13](=[O:15])[NH:12][C:11]([CH3:16])=[C:10]2[C:17]([OH:19])=[O:18])=[CH:7][CH:8]=1. (7) Given the reactants [C:1]([O:5][C:6](=[O:17])[NH:7][C@H:8]([C:10]1[CH:15]=[CH:14][CH:13]=[C:12](Br)[CH:11]=1)[CH3:9])([CH3:4])([CH3:3])[CH3:2].[CH3:18][N:19]([CH3:25])[C@@H:20]1[CH2:24][CH2:23][NH:22][CH2:21]1.[O-]P([O-])([O-])=O.[K+].[K+].[K+], predict the reaction product. The product is: [C:1]([O:5][C:6](=[O:17])[NH:7][CH:8]([C:10]1[CH:15]=[CH:14][CH:13]=[C:12]([N:22]2[CH2:23][CH2:24][CH:20]([N:19]([CH3:25])[CH3:18])[CH2:21]2)[CH:11]=1)[CH3:9])([CH3:4])([CH3:3])[CH3:2]. (8) Given the reactants CC([O-])(C)C.[K+].[CH2:7]([O:9][C:10]1[CH:18]=[C:17]([CH2:19][C:20]2[C:21]([NH2:27])=[N:22][C:23]([NH2:26])=[N:24][CH:25]=2)[CH:16]=[C:15]2[C:11]=1[CH:12]=[CH:13][NH:14]2)[CH3:8].[CH3:28][N:29]([CH3:34])[S:30](Cl)(=[O:32])=[O:31], predict the reaction product. The product is: [CH3:28][N:29]([CH3:34])[S:30]([N:14]1[C:15]2[C:11](=[C:10]([O:9][CH2:7][CH3:8])[CH:18]=[C:17]([CH2:19][C:20]3[C:21]([NH2:27])=[N:22][C:23]([NH2:26])=[N:24][CH:25]=3)[CH:16]=2)[CH:12]=[CH:13]1)(=[O:32])=[O:31].